Dataset: NCI-60 drug combinations with 297,098 pairs across 59 cell lines. Task: Regression. Given two drug SMILES strings and cell line genomic features, predict the synergy score measuring deviation from expected non-interaction effect. Drug 1: CC(C)(C#N)C1=CC(=CC(=C1)CN2C=NC=N2)C(C)(C)C#N. Drug 2: CC1CCCC2(C(O2)CC(NC(=O)CC(C(C(=O)C(C1O)C)(C)C)O)C(=CC3=CSC(=N3)C)C)C. Cell line: U251. Synergy scores: CSS=44.6, Synergy_ZIP=-0.992, Synergy_Bliss=-3.62, Synergy_Loewe=-2.09, Synergy_HSA=0.0667.